This data is from Reaction yield outcomes from USPTO patents with 853,638 reactions. The task is: Predict the reaction yield, written as a fraction of the theoretical maximum amount of product (1.0 means a 100% yield; for example, 0.34 means a 34% yield). The reactants are FC(F)(F)S(O[C:7]1[CH:8]=[CH:9][C:10]2[O:14][C:13]([C:15]3[CH:20]=[CH:19][C:18]([F:21])=[CH:17][CH:16]=3)=[C:12]([C:22](=[O:25])[NH:23][CH3:24])[C:11]=2[CH:26]=1)(=O)=O.B([C:32]1[CH:33]=[C:34]([CH:38]=[CH:39][C:40]=1[O:41][CH3:42])[C:35]([OH:37])=[O:36])(O)O.C(=O)([O-])[O-].[Cs+].[Cs+].O1CCOCC1. The catalyst is O. The product is [F:21][C:18]1[CH:19]=[CH:20][C:15]([C:13]2[O:14][C:10]3[CH:9]=[CH:8][C:7]([C:32]4[CH:33]=[C:34]([CH:38]=[CH:39][C:40]=4[O:41][CH3:42])[C:35]([OH:37])=[O:36])=[CH:26][C:11]=3[C:12]=2[C:22](=[O:25])[NH:23][CH3:24])=[CH:16][CH:17]=1. The yield is 1.00.